Dataset: Full USPTO retrosynthesis dataset with 1.9M reactions from patents (1976-2016). Task: Predict the reactants needed to synthesize the given product. Given the product [CH2:16]([O:5][C:4](=[O:6])[CH2:3][C@H:2]([NH2:1])[CH2:7][C:8]1[CH:13]=[CH:12][CH:11]=[CH:10][C:9]=1[Cl:14])[CH3:17], predict the reactants needed to synthesize it. The reactants are: [NH2:1][C@H:2]([CH2:7][C:8]1[CH:13]=[CH:12][CH:11]=[CH:10][C:9]=1[Cl:14])[CH2:3][C:4]([OH:6])=[O:5].Cl.[CH3:16][CH2:17]O.